From a dataset of Reaction yield outcomes from USPTO patents with 853,638 reactions. Predict the reaction yield, written as a fraction of the theoretical maximum amount of product (1.0 means a 100% yield; for example, 0.34 means a 34% yield). (1) The reactants are C[N:2](C)/[CH:3]=[CH:4]/[C:5]([C:7]1[C:12](=[O:13])[CH:11]=[CH:10][N:9]([C:14]2[CH:19]=[CH:18][CH:17]=[CH:16][CH:15]=2)[N:8]=1)=O.[Br:21][C:22]1[CH:23]=[C:24]([NH:28]N)[CH:25]=[CH:26][CH:27]=1. No catalyst specified. The product is [Br:21][C:22]1[CH:23]=[C:24]([N:28]2[C:5]([C:7]3[C:12](=[O:13])[CH:11]=[CH:10][N:9]([C:14]4[CH:19]=[CH:18][CH:17]=[CH:16][CH:15]=4)[N:8]=3)=[CH:4][CH:3]=[N:2]2)[CH:25]=[CH:26][CH:27]=1. The yield is 0.800. (2) The reactants are Br[C:2]1[CH:24]=[CH:23][C:5]2[C:6]3[N:7]([CH:11]=[C:12]([C:14]4[N:18]([CH:19]([CH3:21])[CH3:20])[N:17]=[C:16]([NH2:22])[N:15]=4)[N:13]=3)[CH2:8][CH2:9][O:10][C:4]=2[CH:3]=1.[Cl:25][C:26]1[CH:31]=[CH:30][C:29](B(O)O)=[CH:28][CH:27]=1.C([O-])([O-])=O.[Cs+].[Cs+].O1CCOCC1. The catalyst is C1C=CC(P(C2C=CC=CC=2)[C-]2C=CC=C2)=CC=1.C1C=CC(P(C2C=CC=CC=2)[C-]2C=CC=C2)=CC=1.Cl[Pd]Cl.[Fe+2].O. The product is [Cl:25][C:26]1[CH:31]=[CH:30][C:29]([C:2]2[CH:24]=[CH:23][C:5]3[C:6]4[N:7]([CH:11]=[C:12]([C:14]5[N:18]([CH:19]([CH3:21])[CH3:20])[N:17]=[C:16]([NH2:22])[N:15]=5)[N:13]=4)[CH2:8][CH2:9][O:10][C:4]=3[CH:3]=2)=[CH:28][CH:27]=1. The yield is 0.170. (3) The reactants are Br[CH2:2][C:3]1[O:7][N:6]=[C:5]([C:8]([O:10]CC)=[O:9])[CH:4]=1.[OH-].[Na+].Cl.[CH2:16]([OH:18])[CH3:17]. No catalyst specified. The product is [CH2:16]([O:18][CH2:2][C:3]1[O:7][N:6]=[C:5]([C:8]([OH:10])=[O:9])[CH:4]=1)[CH3:17]. The yield is 0.380. (4) The reactants are [OH:1]/[N:2]=[C:3](\Cl)/[C:4]1[CH:9]=[CH:8][CH:7]=[CH:6][CH:5]=1.Br[C:12](=[CH:18][CH2:19][CH2:20][CH3:21])[C:13]([O:15][CH2:16][CH3:17])=[O:14].C(N(CC)CC)C. The catalyst is C(Cl)Cl.CCCCCC. The product is [C:4]1([C:3]2[C:18]([CH2:19][CH2:20][CH3:21])=[C:12]([C:13]([O:15][CH2:16][CH3:17])=[O:14])[O:1][N:2]=2)[CH:9]=[CH:8][CH:7]=[CH:6][CH:5]=1. The yield is 0.0265. (5) The reactants are Cl[CH2:2][C:3]1[N:4]=[C:5]([NH:8][C:9](=[O:13])[O:10][CH2:11][CH3:12])[S:6][CH:7]=1.[O:14]1CCOCC1. The catalyst is O. The product is [OH:14][CH2:2][C:3]1[N:4]=[C:5]([NH:8][C:9](=[O:13])[O:10][CH2:11][CH3:12])[S:6][CH:7]=1. The yield is 0.982. (6) The reactants are [C:1]([C:4]1[CH:11]=[CH:10][C:7]([CH:8]=[O:9])=[CH:6][CH:5]=1)([OH:3])=O.O[NH:13][C:14](=[NH:23])[CH2:15][CH2:16][CH2:17][CH2:18][CH2:19][CH2:20][CH2:21][CH3:22]. No catalyst specified. The product is [CH2:15]([C:14]1[N:13]=[C:1]([C:4]2[CH:11]=[CH:10][C:7]([CH:8]=[O:9])=[CH:6][CH:5]=2)[O:3][N:23]=1)[CH2:16][CH2:17][CH2:18][CH2:19][CH2:20][CH2:21][CH3:22]. The yield is 0.340.